This data is from Reaction yield outcomes from USPTO patents with 853,638 reactions. The task is: Predict the reaction yield, written as a fraction of the theoretical maximum amount of product (1.0 means a 100% yield; for example, 0.34 means a 34% yield). (1) The reactants are [CH3:13][C:12]([O:11][C:9](O[C:9]([O:11][C:12]([CH3:15])([CH3:14])[CH3:13])=[O:10])=[O:10])([CH3:15])[CH3:14].[NH2:16][CH2:17][C:18]1[CH:23]=[CH:22][C:21]([C:24]2[CH:29]=[CH:28][CH:27]=[CH:26][C:25]=2[O:30][CH2:31][CH3:32])=[C:20]([NH2:33])[CH:19]=1. The catalyst is O1CCOCC1. The product is [C:12]([O:11][C:9](=[O:10])[NH:16][CH2:17][C:18]1[CH:23]=[CH:22][C:21]([C:24]2[CH:29]=[CH:28][CH:27]=[CH:26][C:25]=2[O:30][CH2:31][CH3:32])=[C:20]([NH2:33])[CH:19]=1)([CH3:13])([CH3:14])[CH3:15]. The yield is 0.310. (2) The reactants are [CH3:1][C:2]1[S:6][C:5]([C:7]([OH:9])=O)=[CH:4][C:3]=1[C:10]1[N:14]([CH3:15])[N:13]=[CH:12][CH:11]=1.C(N(CC)C(C)C)(C)C.[NH2:25][C@@H:26]([CH2:39][CH:40]1[CH2:45][CH2:44][CH2:43][CH2:42][CH2:41]1)[CH2:27][N:28]1[C:36](=[O:37])[C:35]2[C:30](=[CH:31][CH:32]=[CH:33][CH:34]=2)[C:29]1=[O:38].CC(OC(N[C@H](C(O)=O)CC1C=CC=CC=1C(F)(F)F)=O)(C)C.F[P-](F)(F)(F)(F)F.Br[P+](N1CCCC1)(N1CCCC1)N1CCCC1. The catalyst is C(Cl)Cl. The product is [CH:40]1([CH2:39][C@H:26]([NH:25][C:7]([C:5]2[S:6][C:2]([CH3:1])=[C:3]([C:10]3[N:14]([CH3:15])[N:13]=[CH:12][CH:11]=3)[CH:4]=2)=[O:9])[CH2:27][N:28]2[C:29](=[O:38])[C:30]3[C:35](=[CH:34][CH:33]=[CH:32][CH:31]=3)[C:36]2=[O:37])[CH2:45][CH2:44][CH2:43][CH2:42][CH2:41]1. The yield is 0.940.